From a dataset of Full USPTO retrosynthesis dataset with 1.9M reactions from patents (1976-2016). Predict the reactants needed to synthesize the given product. (1) Given the product [CH3:1][C:2]1[CH:7]=[CH:6][C:5]([C:8]2[O:12][N:11]=[CH:10][C:9]=2[C:13]([N:16]2[CH2:20][CH2:19][CH:18]([C:21]3[CH:22]=[N:23][CH:24]=[CH:25][CH:26]=3)[CH2:17]2)=[O:14])=[CH:4][CH:3]=1, predict the reactants needed to synthesize it. The reactants are: [CH3:1][C:2]1[CH:7]=[CH:6][C:5]([C:8]2[O:12][N:11]=[CH:10][C:9]=2[C:13](Cl)=[O:14])=[CH:4][CH:3]=1.[NH:16]1[CH2:20][CH2:19][CH:18]([C:21]2[CH:22]=[N:23][CH:24]=[CH:25][CH:26]=2)[CH2:17]1. (2) Given the product [Br:14][C:15]1[CH:16]=[C:17]2[C:22](=[CH:23][CH:24]=1)[CH:21]([CH3:25])[N:20]([C:11]([C:9]1[CH:10]=[C:5]3[N:4]=[CH:3][C:2]([Br:1])=[CH:7][N:6]3[N:8]=1)=[O:13])[CH2:19][CH2:18]2, predict the reactants needed to synthesize it. The reactants are: [Br:1][C:2]1[CH:3]=[N:4][C:5]2[N:6]([N:8]=[C:9]([C:11]([OH:13])=O)[CH:10]=2)[CH:7]=1.[Br:14][C:15]1[CH:16]=[C:17]2[C:22](=[CH:23][CH:24]=1)[CH:21]([CH3:25])[NH:20][CH2:19][CH2:18]2. (3) Given the product [O:1]([CH2:13][C@H:14]1[O:18][N:17]=[C:16]([C:19]2[CH:24]=[CH:23][C:22]([C:32]3[CH:31]=[CH:30][C:29]([N:42]4[CH2:46][C@H:45]([CH2:47][N:48]5[CH:52]=[CH:51][N:50]=[N:49]5)[O:44][C:43]4=[O:53])=[CH:28][C:27]=3[F:26])=[CH:21][N:20]=2)[CH2:15]1)[C@@H:2]1[O:10][C@H:9]([CH2:11][OH:12])[C@@H:7]([OH:8])[C@H:5]([OH:6])[C@H:3]1[OH:4], predict the reactants needed to synthesize it. The reactants are: [O:1]([CH2:13][C@H:14]1[O:18][N:17]=[C:16]([C:19]2[CH:24]=[CH:23][C:22](Br)=[CH:21][N:20]=2)[CH2:15]1)[C@@H:2]1[O:10][C@H:9]([CH2:11][OH:12])[C@@H:7]([OH:8])[C@H:5]([OH:6])[C@H:3]1[OH:4].[F:26][C:27]1[CH:28]=[C:29]([N:42]2[CH2:46][C@H:45]([CH2:47][N:48]3[CH:52]=[CH:51][N:50]=[N:49]3)[O:44][C:43]2=[O:53])[CH:30]=[CH:31][C:32]=1B1OC(C)(C)C(C)(C)O1.C(=O)([O-])[O-].[Na+].[Na+]. (4) Given the product [Cl:1][C:2]1[CH:3]=[CH:4][C:5]([C:8]2[CH:12]([C:13]3[CH:14]=[CH:15][CH:16]=[CH:17][CH:18]=3)[CH2:11][N:10]([C:21](=[S:22])[NH:20][CH3:19])[N:9]=2)=[CH:6][CH:7]=1, predict the reactants needed to synthesize it. The reactants are: [Cl:1][C:2]1[CH:7]=[CH:6][C:5]([C:8]2[CH:12]([C:13]3[CH:18]=[CH:17][CH:16]=[CH:15][CH:14]=3)[CH2:11][NH:10][N:9]=2)=[CH:4][CH:3]=1.[CH3:19][N:20]=[C:21]=[S:22]. (5) The reactants are: [OH:1][C:2]1[CH:3]=[C:4]([CH:8]=[CH:9][C:10]=1[CH3:11])[C:5]([OH:7])=[O:6].S(=O)(=O)(O)O.[C:17](OC(=O)C)(=[O:19])[CH3:18]. Given the product [C:17]([O:1][C:2]1[CH:3]=[C:4]([CH:8]=[CH:9][C:10]=1[CH3:11])[C:5]([OH:7])=[O:6])(=[O:19])[CH3:18], predict the reactants needed to synthesize it. (6) Given the product [CH3:33][C:34]([CH3:41])([CH2:38][CH2:39][CH3:40])[C:35]([N:30]1[CH2:31][CH2:32][N:27]([CH:24]2[NH:23][CH2:22][CH:21]([NH:20][C:18]([NH:17][C:7]3[N:8]([C:10]4[CH:15]=[CH:14][C:13]([CH3:16])=[CH:12][CH:11]=4)[N:9]=[C:5]([C:2]4([CH3:1])[CH2:3][CH2:4]4)[CH:6]=3)=[O:19])[CH2:26][CH2:25]2)[CH2:28][CH2:29]1)=[O:36], predict the reactants needed to synthesize it. The reactants are: [CH3:1][C:2]1([C:5]2[CH:6]=[C:7]([NH:17][C:18]([NH:20][C:21]3[CH:22]=[N:23][C:24]([N:27]4[CH2:32][CH2:31][NH:30][CH2:29][CH2:28]4)=[CH:25][CH:26]=3)=[O:19])[N:8]([C:10]3[CH:15]=[CH:14][C:13]([CH3:16])=[CH:12][CH:11]=3)[N:9]=2)[CH2:4][CH2:3]1.[CH3:33][C:34]([CH3:41])([CH2:38][CH2:39][CH3:40])[C:35](O)=[O:36].Cl.CN(C)CCCN=C=NCC.